This data is from Reaction yield outcomes from USPTO patents with 853,638 reactions. The task is: Predict the reaction yield, written as a fraction of the theoretical maximum amount of product (1.0 means a 100% yield; for example, 0.34 means a 34% yield). (1) The reactants are [CH3:1][O:2][C:3]1[CH:14]=[CH:13][C:6]2[NH:7][C:8](=[O:12])[O:9][C:10](=[O:11])[C:5]=2[CH:4]=1.[H-].[Na+].Br[CH2:18][CH2:19][CH2:20][C:21]#[N:22]. The catalyst is CN(C)C(=O)C. The product is [CH3:1][O:2][C:3]1[CH:14]=[CH:13][C:6]2[N:7]([CH2:18][CH2:19][CH2:20][C:21]#[N:22])[C:8](=[O:12])[O:9][C:10](=[O:11])[C:5]=2[CH:4]=1. The yield is 0.540. (2) The reactants are [Cl:1][C:2]1[N:7]=[C:6]([NH2:8])[N:5]=[C:4]([NH:9][CH2:10][C:11]2[CH:16]=[CH:15][CH:14]=[C:13]([CH2:17][O:18][C@H:19]3[CH2:23][CH2:22][O:21][CH2:20]3)[N:12]=2)[C:3]=1[NH2:24].[N:25]([O-])=O.[Na+]. The catalyst is CCO.C(O)(=O)C.O. The product is [Cl:1][C:2]1[C:3]2[N:24]=[N:25][N:9]([CH2:10][C:11]3[CH:16]=[CH:15][CH:14]=[C:13]([CH2:17][O:18][C@H:19]4[CH2:23][CH2:22][O:21][CH2:20]4)[N:12]=3)[C:4]=2[N:5]=[C:6]([NH2:8])[N:7]=1. The yield is 0.700. (3) The reactants are S(=O)(=O)(O)O.FC(F)(F)C(O)=O.[F:13][C:14]1[CH:20]=[CH:19][C:17]([NH2:18])=[CH:16][CH:15]=1.N([O-])=O.[Na+].[N-:25]=[N+:26]=[N-].[Na+]. The catalyst is O. The product is [N:18]([C:17]1[CH:19]=[CH:20][C:14]([F:13])=[CH:15][CH:16]=1)=[N+:25]=[N-:26]. The yield is 0.960. (4) The reactants are C([Sn](CCCC)(CCCC)[CH2:6][O:7][CH2:8][Sn](CCCC)(CCCC)CCCC)CCC.Br[C:31]1[C:32](Cl)=[N:33][C:34]([NH2:37])=[N:35][CH:36]=1.CC(C1C=C(C(C)C)C(C2C=CC=CC=2P(C2CCCCC2)C2CCCCC2)=C(C(C)C)C=1)C. The catalyst is C1C=CC(/C=C/C(/C=C/C2C=CC=CC=2)=O)=CC=1.C1C=CC(/C=C/C(/C=C/C2C=CC=CC=2)=O)=CC=1.C1C=CC(/C=C/C(/C=C/C2C=CC=CC=2)=O)=CC=1.[Pd].[Pd].O1CCOCC1. The product is [N:33]1[C:32]2[CH2:6][O:7][CH2:8][C:31]=2[CH:36]=[N:35][C:34]=1[NH2:37]. The yield is 0.230. (5) The reactants are [C:1]([O:5][C:6]([N:8]1[CH2:14][CH2:13][CH2:12][N:11]([C:15]2[N:20]=[C:19]3[NH:21][C:22]([C:24]([C:26]4[CH:31]=[CH:30][N:29]=[C:28](Br)[CH:27]=4)=[O:25])=[N:23][C:18]3=[CH:17][CH:16]=2)[CH2:10][CH2:9]1)=[O:7])([CH3:4])([CH3:3])[CH3:2].[CH2:33]1[C:42]2[C:37](=[CH:38][CH:39]=[CH:40][CH:41]=2)[CH:36]=[CH:35][N:34]1B(O)O.[O-]P([O-])([O-])=O.[K+].[K+].[K+].O1CCOCC1. The catalyst is O. The product is [C:1]([O:5][C:6]([N:8]1[CH2:14][CH2:13][CH2:12][N:11]([C:15]2[N:20]=[C:19]3[NH:21][C:22]([C:24]([C:26]4[CH:31]=[CH:30][N:29]=[C:28]([C:36]5[C:37]6[C:42](=[CH:41][CH:40]=[CH:39][CH:38]=6)[CH:33]=[N:34][CH:35]=5)[CH:27]=4)=[O:25])=[N:23][C:18]3=[CH:17][CH:16]=2)[CH2:10][CH2:9]1)=[O:7])([CH3:4])([CH3:3])[CH3:2]. The yield is 0.340.